From a dataset of Catalyst prediction with 721,799 reactions and 888 catalyst types from USPTO. Predict which catalyst facilitates the given reaction. (1) Reactant: Br[C:2]1[CH:7]=[C:6]([C:8]([F:11])([F:10])[F:9])[N:5]=[C:4]([C:12]([OH:14])=[O:13])[CH:3]=1.[CH3:15][N:16]1CCCC1=O. Product: [C:15]([C:2]1[CH:7]=[C:6]([C:8]([F:11])([F:10])[F:9])[N:5]=[C:4]([C:12]([OH:14])=[O:13])[CH:3]=1)#[N:16]. The catalyst class is: 267. (2) Reactant: [CH2:1]([O:3][C:4]1[CH:12]=[CH:11][CH:10]=[C:9]([CH2:13][CH2:14][CH2:15][CH2:16][CH2:17][CH2:18][CH2:19][CH2:20][CH2:21][CH2:22][CH2:23][CH2:24][CH2:25][CH2:26][CH3:27])[C:5]=1[C:6](O)=[O:7])[CH3:2].S(Cl)([Cl:30])=O.CN(C)C=O. Product: [CH2:1]([O:3][C:4]1[CH:12]=[CH:11][CH:10]=[C:9]([CH2:13][CH2:14][CH2:15][CH2:16][CH2:17][CH2:18][CH2:19][CH2:20][CH2:21][CH2:22][CH2:23][CH2:24][CH2:25][CH2:26][CH3:27])[C:5]=1[C:6]([Cl:30])=[O:7])[CH3:2]. The catalyst class is: 81.